This data is from Full USPTO retrosynthesis dataset with 1.9M reactions from patents (1976-2016). The task is: Predict the reactants needed to synthesize the given product. (1) Given the product [Cl:18][C:13]1[N:12]=[C:11]([NH:10][C:4]2[CH:5]=[CH:6][C:7]([O:8][CH3:9])=[C:2]([Cl:1])[CH:3]=2)[N:16]=[C:15]([NH:45][CH:38]2[CH2:44][CH2:43][CH2:42][CH2:41][CH2:40][CH2:39]2)[N:14]=1, predict the reactants needed to synthesize it. The reactants are: [Cl:1][C:2]1[CH:3]=[C:4]([NH:10][C:11]2[N:16]=[C:15](Cl)[N:14]=[C:13]([Cl:18])[N:12]=2)[CH:5]=[CH:6][C:7]=1[O:8][CH3:9].N1C(Cl)=NC(Cl)=NC=1Cl.ClC1C=C(C=CC=1OC)N.[CH:38]1([NH2:45])[CH2:44][CH2:43][CH2:42][CH2:41][CH2:40][CH2:39]1.[OH-].[Na+]. (2) The reactants are: [N:1]([CH2:4][C:5]1[CH:10]=[CH:9][C:8]([N:11]2[CH2:15][CH2:14][C:13]([C:20]3[CH:25]=[C:24]([Cl:26])[C:23]([Cl:27])=[C:22]([Cl:28])[CH:21]=3)([C:16]([F:19])([F:18])[F:17])[CH2:12]2)=[CH:7][C:6]=1[Br:29])=[N+]=[N-].C1(C)C=CC=CC=1.CP(C)C.O. Given the product [Br:29][C:6]1[CH:7]=[C:8]([N:11]2[CH2:15][CH2:14][C:13]([C:20]3[CH:25]=[C:24]([Cl:26])[C:23]([Cl:27])=[C:22]([Cl:28])[CH:21]=3)([C:16]([F:18])([F:17])[F:19])[CH2:12]2)[CH:9]=[CH:10][C:5]=1[CH2:4][NH2:1], predict the reactants needed to synthesize it. (3) Given the product [NH2:26][N:16]1[CH:20]=[CH:19][N:18]=[C:17]1[C:21]([O:23][CH2:24][CH3:25])=[O:22], predict the reactants needed to synthesize it. The reactants are: [Li]N([Si](C)(C)C)[Si](C)(C)C.C1COCC1.[NH:16]1[CH:20]=[CH:19][N:18]=[C:17]1[C:21]([O:23][CH2:24][CH3:25])=[O:22].[NH2:26]OP(=O)(C1C=CC=CC=1)C1C=CC=CC=1.